Dataset: Reaction yield outcomes from USPTO patents with 853,638 reactions. Task: Predict the reaction yield, written as a fraction of the theoretical maximum amount of product (1.0 means a 100% yield; for example, 0.34 means a 34% yield). (1) The yield is 0.570. The catalyst is C(Cl)Cl. The product is [C:38]([NH:1][C:2]1[CH:3]=[C:4]([CH:32]=[CH:33][CH:34]=1)[CH2:5][N:6]1[CH:10]=[CH:9][C:8]([NH:11][C:12](=[O:31])[C@@H:13]([C:20]2[CH:25]=[CH:24][C:23]([S:26]([CH3:29])(=[O:28])=[O:27])=[C:22]([Cl:30])[CH:21]=2)[CH2:14][CH:15]2[CH2:19][CH2:18][CH2:17][CH2:16]2)=[N:7]1)(=[O:39])[CH3:37]. The reactants are [NH2:1][C:2]1[CH:3]=[C:4]([CH:32]=[CH:33][CH:34]=1)[CH2:5][N:6]1[CH:10]=[CH:9][C:8]([NH:11][C:12](=[O:31])[C@@H:13]([C:20]2[CH:25]=[CH:24][C:23]([S:26]([CH3:29])(=[O:28])=[O:27])=[C:22]([Cl:30])[CH:21]=2)[CH2:14][CH:15]2[CH2:19][CH2:18][CH2:17][CH2:16]2)=[N:7]1.CN1CC[O:39][CH2:38][CH2:37]1.C(Cl)(=O)C. (2) The reactants are [CH3:1][O:2][C:3]1[CH:4]=[C:5]2[C:10](=[CH:11][C:12]=1[O:13][CH3:14])[N:9]=[CH:8][N:7]=[C:6]2[O:15][C:16]1[CH:22]=[CH:21][C:19]([NH2:20])=[C:18]([N+:23]([O-:25])=[O:24])[CH:17]=1.ClC(Cl)(O[C:30](=[O:36])OC(Cl)(Cl)Cl)Cl.[CH2:38]([N:45]1[CH2:49][CH2:48][C@@H:47]([NH2:50])[CH2:46]1)[C:39]1[CH:44]=[CH:43][CH:42]=[CH:41][CH:40]=1.C(=O)([O-])O.[Na+]. The catalyst is C(N(CC)CC)C.C(Cl)(Cl)Cl. The product is [CH2:38]([N:45]1[CH2:49][CH2:48][C@@H:47]([NH:50][C:30]([NH:20][C:19]2[CH:21]=[CH:22][C:16]([O:15][C:6]3[C:5]4[C:10](=[CH:11][C:12]([O:13][CH3:14])=[C:3]([O:2][CH3:1])[CH:4]=4)[N:9]=[CH:8][N:7]=3)=[CH:17][C:18]=2[N+:23]([O-:25])=[O:24])=[O:36])[CH2:46]1)[C:39]1[CH:40]=[CH:41][CH:42]=[CH:43][CH:44]=1. The yield is 0.580. (3) The reactants are [C:1]([O:5][C:6](=[O:15])[NH:7][CH2:8][CH:9]1[CH2:14][CH2:13][NH:12][CH2:11][CH2:10]1)([CH3:4])([CH3:3])[CH3:2].CCN(CC)CC.[CH2:23]([S:25](Cl)(=[O:27])=[O:26])[CH3:24]. The catalyst is C(Cl)Cl. The product is [CH2:23]([S:25]([N:12]1[CH2:11][CH2:10][CH:9]([CH2:8][NH:7][C:6](=[O:15])[O:5][C:1]([CH3:4])([CH3:2])[CH3:3])[CH2:14][CH2:13]1)(=[O:27])=[O:26])[CH3:24]. The yield is 0.980. (4) The reactants are C(OC(Cl)=O)C(C)C.[C:9]([O:13][C:14]([N:16]1[CH2:20][CH2:19][C@H:18]([O:21][Si:22]([C:25]([CH3:28])([CH3:27])[CH3:26])([CH3:24])[CH3:23])[C@H:17]1[C:29]([OH:31])=O)=[O:15])([CH3:12])([CH3:11])[CH3:10].CN1CCOCC1.[NH2:39][C:40]1[C:49]2[C:44](=[CH:45][CH:46]=[CH:47][CH:48]=2)[C:43]([C:50]#[N:51])=[CH:42][CH:41]=1. The catalyst is CCOC(C)=O. The product is [C:9]([O:13][C:14]([N:16]1[CH2:20][CH2:19][C@H:18]([O:21][Si:22]([C:25]([CH3:27])([CH3:26])[CH3:28])([CH3:23])[CH3:24])[C@H:17]1[C:29](=[O:31])[NH:39][C:40]1[C:49]2[C:44](=[CH:45][CH:46]=[CH:47][CH:48]=2)[C:43]([C:50]#[N:51])=[CH:42][CH:41]=1)=[O:15])([CH3:12])([CH3:10])[CH3:11]. The yield is 0.763. (5) The reactants are [F:1][C:2]([F:12])([F:11])[C:3]([C:5]1[CH:10]=[CH:9][CH:8]=[CH:7][CH:6]=1)=[O:4].Cl.[C:14]([O:17][CH2:18][CH3:19])(=[O:16])[CH3:15]. The catalyst is O1CCCC1. The product is [F:1][C:2]([F:11])([F:12])[C:3]([OH:4])([C:5]1[CH:10]=[CH:9][CH:8]=[CH:7][CH:6]=1)[CH2:15][C:14]([O:17][CH2:18][CH3:19])=[O:16]. The yield is 0.970. (6) The reactants are Br[C:2]1[CH:3]=[C:4]2[C:9](=[N:10][CH:11]=1)[NH:8][CH2:7][CH2:6][CH:5]2[OH:12].[CH3:13][N:14]1[CH2:19][CH2:18][N:17]([C:20]([C:22]2[CH:27]=[CH:26][C:25](B3OC(C)(C)C(C)(C)O3)=[CH:24][CH:23]=2)=[O:21])[CH2:16][CH2:15]1. The yield is 0.490. The product is [OH:12][CH:5]1[CH2:6][CH2:7][NH:8][C:9]2[N:10]=[CH:11][C:2]([C:25]3[CH:24]=[CH:23][C:22]([C:20]([N:17]4[CH2:18][CH2:19][N:14]([CH3:13])[CH2:15][CH2:16]4)=[O:21])=[CH:27][CH:26]=3)=[CH:3][C:4]1=2. The catalyst is CO.C(OCC)(=O)C. (7) The reactants are [F:1][C:2]1[CH:7]=[CH:6][CH:5]=[CH:4][C:3]=1[C@:8]1([CH2:32][C:33]([OH:36])([CH3:35])[CH3:34])[O:13][C:12](=[O:14])[N:11]([C@H:15]([C:17]2[CH:22]=[CH:21][C:20](B3OC(C)(C)C(C)(C)O3)=[CH:19][CH:18]=2)[CH3:16])[CH2:10][CH2:9]1.Br[C:38]1[CH:39]=[CH:40][C:41](=[O:45])[N:42]([CH3:44])[CH:43]=1.C([O-])([O-])=O.[Cs+].[Cs+]. The catalyst is O1CCOCC1.Cl[Pd](Cl)([P](C1C=CC=CC=1)(C1C=CC=CC=1)C1C=CC=CC=1)[P](C1C=CC=CC=1)(C1C=CC=CC=1)C1C=CC=CC=1. The product is [F:1][C:2]1[CH:7]=[CH:6][CH:5]=[CH:4][C:3]=1[C@:8]1([CH2:32][C:33]([OH:36])([CH3:35])[CH3:34])[O:13][C:12](=[O:14])[N:11]([C@H:15]([C:17]2[CH:18]=[CH:19][C:20]([C:38]3[CH:39]=[CH:40][C:41](=[O:45])[N:42]([CH3:44])[CH:43]=3)=[CH:21][CH:22]=2)[CH3:16])[CH2:10][CH2:9]1. The yield is 0.100.